This data is from M1 muscarinic receptor antagonist screen with 61,756 compounds. The task is: Binary Classification. Given a drug SMILES string, predict its activity (active/inactive) in a high-throughput screening assay against a specified biological target. (1) The molecule is O(c1ccc(CNC2CCCCC2)cc1)C. The result is 0 (inactive). (2) The compound is O(c1c2ncccc2ccc1)c1n(nnn1)c1ccccc1. The result is 0 (inactive). (3) The compound is s1c(NC(=O)c2cc(OC)c(OCc3c(onc3C)C)cc2)ncc1. The result is 0 (inactive). (4) The drug is S(=O)(=O)(NCC(=O)N(C1CCCC1)CC(=O)NCC1OCCC1)c1ccccc1. The result is 0 (inactive).